This data is from Forward reaction prediction with 1.9M reactions from USPTO patents (1976-2016). The task is: Predict the product of the given reaction. (1) Given the reactants C([O:8][C:9]1[C:26]([F:27])=[CH:25][C:24]2=[CH:28][C:10]=1[CH2:11][N:12]([CH3:61])[C:13](=[O:60])[C@H:14]([NH:34][C:35]1[CH:36]=[C:37]3[C:42](=[CH:43][CH:44]=1)[C:41]([N:45]([C:53]([O:55][C:56]([CH3:59])([CH3:58])[CH3:57])=[O:54])[C:46](=[O:52])[O:47][C:48]([CH3:51])([CH3:50])[CH3:49])=[N:40][CH:39]=[CH:38]3)[C:15]1[CH:32]=[C:31]([CH3:33])[C:18]([C@@H:19]([CH3:30])[CH2:20][O:21][C:22](=[O:29])[NH:23]2)=[CH:17][CH:16]=1)C1C=CC=CC=1, predict the reaction product. The product is: [C:48]([O:47][C:46]([N:45]([C:41]1[C:42]2[C:37](=[CH:36][C:35]([NH:34][C@H:14]3[C:13](=[O:60])[N:12]([CH3:61])[CH2:11][C:10]4[CH:28]=[C:24]([CH:25]=[C:26]([F:27])[C:9]=4[OH:8])[NH:23][C:22](=[O:29])[O:21][CH2:20][C@H:19]([CH3:30])[C:18]4[C:31]([CH3:33])=[CH:32][C:15]3=[CH:16][CH:17]=4)=[CH:44][CH:43]=2)[CH:38]=[CH:39][N:40]=1)[C:53](=[O:54])[O:55][C:56]([CH3:58])([CH3:59])[CH3:57])=[O:52])([CH3:49])([CH3:50])[CH3:51]. (2) Given the reactants [CH2:1]([O:8][C:9]1[CH:14]=[CH:13][C:12]([CH2:15][C@H:16]([N:27]([CH3:44])[NH:28][C:29](=[O:43])[CH2:30][CH2:31][NH:32][C:33]([NH:35][CH2:36][C:37]2[CH:42]=[CH:41][CH:40]=[CH:39][CH:38]=2)=[O:34])[C:17]([O:19]CC2C=CC=CC=2)=[O:18])=[CH:11][CH:10]=1)[C:2]1[CH:7]=[CH:6][CH:5]=[CH:4][CH:3]=1.CO.O.[OH-].[Li+].Cl, predict the reaction product. The product is: [CH2:1]([O:8][C:9]1[CH:10]=[CH:11][C:12]([CH2:15][C@H:16]([N:27]([CH3:44])[NH:28][C:29](=[O:43])[CH2:30][CH2:31][NH:32][C:33]([NH:35][CH2:36][C:37]2[CH:38]=[CH:39][CH:40]=[CH:41][CH:42]=2)=[O:34])[C:17]([OH:19])=[O:18])=[CH:13][CH:14]=1)[C:2]1[CH:3]=[CH:4][CH:5]=[CH:6][CH:7]=1. (3) Given the reactants [CH3:1][N:2]([CH3:22])[CH:3]1[C:11]2[C:6](=[CH:7][CH:8]=[C:9]([C:12]3N(C)N=C4C=3CCCC4)[CH:10]=2)[CH2:5][CH2:4]1.FC(F)(F)S(O[C:29]1[N:33]([C:34]2[CH:39]=[CH:38][CH:37]=[CH:36][CH:35]=2)[N:32]=[C:31]([CH3:40])[C:30]=1C)(=O)=O.CN(C)C1C2C(=CC=C(B3OC(C)(C)C(C)(C)O3)C=2)CC1.C([O-])([O-])=O.[Na+].[Na+].Cl, predict the reaction product. The product is: [CH3:40][C:31]1[C:30]([CH3:29])=[C:12]([C:9]2[CH:10]=[C:11]3[C:6]([CH2:5][CH2:4][CH:3]3[N:2]([CH3:22])[CH3:1])=[CH:7][CH:8]=2)[N:33]([C:34]2[CH:39]=[CH:38][CH:37]=[CH:36][CH:35]=2)[N:32]=1. (4) Given the reactants CN(/[CH:4]=[C:5](/[C:10](=O)[CH3:11])\[C:6]([O:8][CH3:9])=[O:7])C.Cl.Cl.[CH2:15]([NH:22][NH2:23])[C:16]1[CH:21]=[CH:20][CH:19]=[CH:18][CH:17]=1, predict the reaction product. The product is: [CH2:15]([N:22]1[CH:4]=[C:5]([C:6]([O:8][CH3:9])=[O:7])[C:10]([CH3:11])=[N:23]1)[C:16]1[CH:21]=[CH:20][CH:19]=[CH:18][CH:17]=1. (5) Given the reactants [C:1]12([CH2:11][O:12][C:13]3[C:21]([CH:22]4[CH2:24][CH2:23]4)=[CH:20][C:16]([C:17](O)=[O:18])=[C:15]([F:25])[CH:14]=3)[CH2:10][CH:5]3[CH2:6][CH:7]([CH2:9][CH:3]([CH2:4]3)[CH2:2]1)[CH2:8]2.Cl.CN(C)CCCN=C=NCC.[CH3:38][S:39]([NH2:42])(=[O:41])=[O:40].Cl, predict the reaction product. The product is: [C:1]12([CH2:11][O:12][C:13]3[C:21]([CH:22]4[CH2:24][CH2:23]4)=[CH:20][C:16]([C:17]([NH:42][S:39]([CH3:38])(=[O:41])=[O:40])=[O:18])=[C:15]([F:25])[CH:14]=3)[CH2:10][CH:5]3[CH2:6][CH:7]([CH2:9][CH:3]([CH2:4]3)[CH2:2]1)[CH2:8]2. (6) Given the reactants CC(OC(/N=N/C(OC(C)C)=O)=O)C.[N:15]1([CH2:20][C:21]([N:23]2[CH2:27][C@H:26]([OH:28])[CH2:25][C@H:24]2[C:29]([NH:31][C:32]2[CH:37]=[CH:36][C:35]([O:38][C:39]3[CH:44]=[CH:43][C:42]([F:45])=[CH:41][CH:40]=3)=[CH:34][CH:33]=2)=[O:30])=[O:22])[CH:19]=[N:18][CH:17]=[N:16]1.[C:46]1(O)[CH:51]=[CH:50][CH:49]=[CH:48][CH:47]=1.C1(P(C2C=CC=CC=2)C2C=CC=CC=2)C=CC=CC=1, predict the reaction product. The product is: [N:15]1([CH2:20][C:21]([N:23]2[CH2:27][C@H:26]([O:28][C:46]3[CH:51]=[CH:50][CH:49]=[CH:48][CH:47]=3)[CH2:25][C@H:24]2[C:29]([NH:31][C:32]2[CH:33]=[CH:34][C:35]([O:38][C:39]3[CH:40]=[CH:41][C:42]([F:45])=[CH:43][CH:44]=3)=[CH:36][CH:37]=2)=[O:30])=[O:22])[CH:19]=[N:18][CH:17]=[N:16]1.